From a dataset of Forward reaction prediction with 1.9M reactions from USPTO patents (1976-2016). Predict the product of the given reaction. (1) Given the reactants [Br:1][C:2]1[CH:3]=[CH:4][C:5](F)=[N:6][CH:7]=1.[N+:9]([C:12]1[N:13]=[C:14]2[N:19]([CH:20]=1)[CH2:18][CH2:17][CH:16]([CH2:21][OH:22])[O:15]2)([O-:11])=[O:10].[H-].[Na+].C(=O)=O.CC(C)=O, predict the reaction product. The product is: [Br:1][C:2]1[CH:3]=[CH:4][C:5]([O:22][CH2:21][CH:16]2[O:15][C:14]3=[N:13][C:12]([N+:9]([O-:11])=[O:10])=[CH:20][N:19]3[CH2:18][CH2:17]2)=[N:6][CH:7]=1. (2) Given the reactants F[C:2]1[C:7]([C:8]2[N:16]=[C:15]([CH3:17])[N:14]=[C:13]3[C:9]=2[N:10]=[CH:11][N:12]3[CH:18]2[CH2:23][CH2:22][CH2:21][CH2:20][O:19]2)=[CH:6][CH:5]=[CH:4][N:3]=1.[CH3:24][O:25][C:26]1[N:31]=[CH:30][C:29]([NH2:32])=[CH:28][CH:27]=1.[Li+].C[Si]([N-][Si](C)(C)C)(C)C, predict the reaction product. The product is: [CH3:24][O:25][C:26]1[N:31]=[CH:30][C:29]([NH:32][C:2]2[C:7]([C:8]3[N:16]=[C:15]([CH3:17])[N:14]=[C:13]4[C:9]=3[N:10]=[CH:11][N:12]4[CH:18]3[CH2:23][CH2:22][CH2:21][CH2:20][O:19]3)=[CH:6][CH:5]=[CH:4][N:3]=2)=[CH:28][CH:27]=1. (3) Given the reactants [CH:1]1[CH:6]=[C:5]([CH:7]=[O:8])[C:4]([OH:9])=[CH:3][CH:2]=1.Br[CH:11]([CH2:16][CH2:17][CH2:18][CH3:19])[C:12]([O:14][CH3:15])=[O:13].C(=O)([O-])[O-].[K+].[K+].[I-].[K+], predict the reaction product. The product is: [CH:7]([C:5]1[CH:6]=[CH:1][CH:2]=[CH:3][C:4]=1[O:9][CH:11]([CH2:16][CH2:17][CH2:18][CH3:19])[C:12]([O:14][CH3:15])=[O:13])=[O:8]. (4) Given the reactants C(O[C:6](=O)[N:7]([CH2:9][CH2:10][N:11]1[CH2:16][CH2:15][N:14]([C:17]2[C:22]([C:23]3[CH:28]=[CH:27][C:26]([CH2:29][O:30][CH3:31])=[CH:25][CH:24]=3)=[N:21][CH:20]=[CH:19][N:18]=2)[CH2:13][CH2:12]1)C)(C)(C)C.FC(F)(F)C(O)=O, predict the reaction product. The product is: [CH3:31][O:30][CH2:29][C:26]1[CH:25]=[CH:24][C:23]([C:22]2[C:17]([N:14]3[CH2:13][CH2:12][N:11]([CH2:10][CH2:9][NH:7][CH3:6])[CH2:16][CH2:15]3)=[N:18][CH:19]=[CH:20][N:21]=2)=[CH:28][CH:27]=1.